From a dataset of Full USPTO retrosynthesis dataset with 1.9M reactions from patents (1976-2016). Predict the reactants needed to synthesize the given product. Given the product [N:21]1[CH:26]=[CH:25][N:24]=[CH:23][C:22]=1[NH:27][C:12]([CH:9]1[CH2:8][CH2:7][N:6]([C:2]2[S:1][CH:5]=[CH:4][CH:3]=2)[CH2:11][CH2:10]1)=[O:14], predict the reactants needed to synthesize it. The reactants are: [S:1]1[CH:5]=[CH:4][CH:3]=[C:2]1[N:6]1[CH2:11][CH2:10][CH:9]([C:12]([OH:14])=O)[CH2:8][CH2:7]1.BrC1SC=CC=1.[N:21]1[CH:26]=[CH:25][N:24]=[CH:23][C:22]=1[NH2:27].